From a dataset of Forward reaction prediction with 1.9M reactions from USPTO patents (1976-2016). Predict the product of the given reaction. (1) Given the reactants [CH2:1]([N:3]=[C:4]=[S:5])[CH3:2].[NH2:6][C:7]1[S:12][CH2:11][C:10]2[CH:13]=[CH:14][CH:15]=[CH:16][C:9]=2[N:8]=1.C(Cl)Cl, predict the reaction product. The product is: [N:8]1[C:9]2[CH:16]=[CH:15][CH:14]=[CH:13][C:10]=2[CH2:11][S:12][C:7]=1[NH:6][C:4]([NH:3][CH2:1][CH3:2])=[S:5]. (2) Given the reactants O[CH:2]([C:4]1[CH:9]=[CH:8][CH:7]=[CH:6][N:5]=1)[CH3:3].C1(P(C2C=CC=CC=2)C2C=CC=CC=2)C=CC=CC=1.C1C(=O)N([Br:36])C(=O)C1, predict the reaction product. The product is: [Br:36][CH:2]([C:4]1[CH:9]=[CH:8][CH:7]=[CH:6][N:5]=1)[CH3:3].